Dataset: Full USPTO retrosynthesis dataset with 1.9M reactions from patents (1976-2016). Task: Predict the reactants needed to synthesize the given product. (1) Given the product [C:45]1([C:51]2[CH:58]=[CH:57][C:54]([CH2:55][NH:56][C:38](=[O:40])[C:37]3[CH:41]=[CH:42][CH:43]=[N:44][C:36]=3[NH2:35])=[CH:53][CH:52]=2)[CH:50]=[CH:49][CH:48]=[CH:47][CH:46]=1, predict the reactants needed to synthesize it. The reactants are: CN([P+](ON1N=NC2C=CC=CC1=2)(N(C)C)N(C)C)C.F[P-](F)(F)(F)(F)F.C(N(CC)CC)C.[NH2:35][C:36]1[N:44]=[CH:43][CH:42]=[CH:41][C:37]=1[C:38]([OH:40])=O.[C:45]1([C:51]2[CH:58]=[CH:57][C:54]([CH2:55][NH2:56])=[CH:53][CH:52]=2)[CH:50]=[CH:49][CH:48]=[CH:47][CH:46]=1. (2) Given the product [F:21][C:13]1[CH:12]=[C:11]([C:6]2[C:5]3[N:4]([N:3]=[C:2]([NH:1][C:24]4[CH:29]=[CH:28][C:27]([N:30]5[CH:34]=[C:33]([CH3:35])[N:32]=[CH:31]5)=[C:26]([O:36][CH3:37])[CH:25]=4)[N:22]=3)[CH:9]=[C:8]([CH3:10])[CH:7]=2)[CH:16]=[CH:15][C:14]=1[C:17]([OH:20])([CH3:19])[CH3:18], predict the reactants needed to synthesize it. The reactants are: [NH2:1][C:2]1[N:22]=[C:5]2[C:6]([C:11]3[CH:16]=[CH:15][C:14]([C:17]([OH:20])([CH3:19])[CH3:18])=[C:13]([F:21])[CH:12]=3)=[CH:7][C:8]([CH3:10])=[CH:9][N:4]2[N:3]=1.Br[C:24]1[CH:29]=[CH:28][C:27]([N:30]2[CH:34]=[C:33]([CH3:35])[N:32]=[CH:31]2)=[C:26]([O:36][CH3:37])[CH:25]=1.C(Cl)Cl. (3) Given the product [N:1]1([CH2:7][CH2:8][N:9]([CH2:10][C:11]2[CH:16]=[CH:15][CH:14]=[C:13]([O:17][C:18]3[CH:23]=[CH:22][CH:21]=[C:20]([C:24]([F:25])([F:26])[F:27])[CH:19]=3)[CH:12]=2)[C:28](=[O:30])[CH3:29])[CH2:6][CH2:5][CH2:4][CH2:3][CH2:2]1, predict the reactants needed to synthesize it. The reactants are: [N:1]1([CH2:7][CH2:8][NH:9][CH2:10][C:11]2[CH:16]=[CH:15][CH:14]=[C:13]([O:17][C:18]3[CH:23]=[CH:22][CH:21]=[C:20]([C:24]([F:27])([F:26])[F:25])[CH:19]=3)[CH:12]=2)[CH2:6][CH2:5][CH2:4][CH2:3][CH2:2]1.[C:28](Cl)(=[O:30])[CH3:29].N1C=CC=CC=1. (4) Given the product [NH:8]1[C:7]2[CH:11]=[CH:12][C:4]([NH:1][C:2]([N:21]3[CH2:22][CH2:23][CH2:24][CH:20]3[C:17]3[CH:18]=[CH:19][C:14]([F:13])=[CH:15][CH:16]=3)=[S:3])=[CH:5][C:6]=2[N:10]=[CH:9]1, predict the reactants needed to synthesize it. The reactants are: [N:1]([C:4]1[CH:12]=[CH:11][C:7]2[NH:8][CH:9]=[N:10][C:6]=2[CH:5]=1)=[C:2]=[S:3].[F:13][C:14]1[CH:19]=[CH:18][C:17]([CH:20]2[CH2:24][CH2:23][CH2:22][NH:21]2)=[CH:16][CH:15]=1. (5) Given the product [NH2:21][C:16]1[C:15]2[C:14]3[C:13](=[N:38][N:37]([CH2:39][C:40]4[C:45]([CH3:46])=[C:44]([O:47][CH3:48])[C:43]([CH3:49])=[CH:42][N:41]=4)[N:36]=2)[CH2:12][CH:11]([NH:10][C:1](=[O:3])[CH3:2])[C:20]=3[CH2:19][S:18][N:17]=1, predict the reactants needed to synthesize it. The reactants are: [C:1](Cl)(=[O:3])[CH3:2].COC1C=C(OC)C=CC=1C[NH:10][CH:11]1[C:20]2[CH2:19][S:18][N:17]=[C:16]([N:21](C(OC(C)(C)C)=O)C(OC(C)(C)C)=O)[C:15]3=[N:36][N:37]([CH2:39][C:40]4[C:45]([CH3:46])=[C:44]([O:47][CH3:48])[C:43]([CH3:49])=[CH:42][N:41]=4)[N:38]=[C:13]([C:14]=23)[CH2:12]1.N1C=CC=CC=1.